From a dataset of Reaction yield outcomes from USPTO patents with 853,638 reactions. Predict the reaction yield, written as a fraction of the theoretical maximum amount of product (1.0 means a 100% yield; for example, 0.34 means a 34% yield). (1) The reactants are I[CH2:2][C@@H:3]([CH3:16])[CH2:4][N:5]1[C:14]2[C:9](=[CH:10][CH:11]=[CH:12][CH:13]=2)[CH2:8][CH2:7][C:6]1=[O:15].[CH2:17]([CH:21]1[CH2:26][CH2:25][NH:24][CH2:23][CH2:22]1)[CH2:18][CH2:19][CH3:20]. The catalyst is CC#N. The product is [CH2:17]([CH:21]1[CH2:26][CH2:25][N:24]([CH2:2][C@@H:3]([CH3:16])[CH2:4][N:5]2[C:14]3[C:9](=[CH:10][CH:11]=[CH:12][CH:13]=3)[CH2:8][CH2:7][C:6]2=[O:15])[CH2:23][CH2:22]1)[CH2:18][CH2:19][CH3:20]. The yield is 0.540. (2) The catalyst is O.C1(C)C(C)=CC=CC=1. The yield is 0.480. The product is [Cl-:2].[N:6]1[CH:7]=[CH:8][CH:9]=[C:4]([CH2:3][P+:22]([C:23]2[CH:24]=[CH:25][CH:26]=[CH:27][CH:28]=2)([C:29]2[CH:34]=[CH:33][CH:32]=[CH:31][CH:30]=2)[C:19]2[CH:18]=[CH:17][CH:16]=[CH:21][CH:20]=2)[CH:5]=1. The reactants are Cl.[Cl:2][CH2:3][C:4]1[CH:5]=[N:6][CH:7]=[CH:8][CH:9]=1.C([O-])([O-])=O.[K+].[K+].[CH:16]1[CH:21]=[CH:20][C:19]([P:22]([C:29]2[CH:34]=[CH:33][CH:32]=[CH:31][CH:30]=2)[C:23]2[CH:28]=[CH:27][CH:26]=[CH:25][CH:24]=2)=[CH:18][CH:17]=1. (3) The product is [CH2:19]([N:3]([CH2:1][CH3:2])[C:4](=[O:18])[C:5]1[C:10]([CH2:11][OH:12])=[CH:9][CH:8]=[C:7]([F:13])[C:6]=1[Si:14]([CH3:16])([CH3:15])[CH3:17])[CH3:20]. The catalyst is C(O)C. The reactants are [CH2:1]([N:3]([CH2:19][CH3:20])[C:4](=[O:18])[C:5]1[C:10]([CH:11]=[O:12])=[CH:9][CH:8]=[C:7]([F:13])[C:6]=1[Si:14]([CH3:17])([CH3:16])[CH3:15])[CH3:2].[BH4-].[Na+]. The yield is 0.820.